Predict the product of the given reaction. From a dataset of Forward reaction prediction with 1.9M reactions from USPTO patents (1976-2016). (1) Given the reactants C([O:5][CH2:6][CH2:7][N:8]1[CH2:13][CH2:12][N:11]([C:14]2[CH:19]=[CH:18][C:17]([NH:20][C:21]3[N:30]=[CH:29][C:28]4[C:23](=[C:24]([C:31]5[CH:36]=[CH:35][CH:34]=[C:33]([NH:37][C:38](=[O:41])[CH:39]=[CH2:40])[CH:32]=5)[CH:25]=[CH:26][CH:27]=4)[N:22]=3)=[CH:16][CH:15]=2)[CH2:10][CH2:9]1)(=O)C=C.[OH-].[Na+], predict the reaction product. The product is: [OH:5][CH2:6][CH2:7][N:8]1[CH2:13][CH2:12][N:11]([C:14]2[CH:19]=[CH:18][C:17]([NH:20][C:21]3[N:30]=[CH:29][C:28]4[C:23](=[C:24]([C:31]5[CH:32]=[C:33]([NH:37][C:38](=[O:41])[CH:39]=[CH2:40])[CH:34]=[CH:35][CH:36]=5)[CH:25]=[CH:26][CH:27]=4)[N:22]=3)=[CH:16][CH:15]=2)[CH2:10][CH2:9]1. (2) Given the reactants C(OC(=O)[NH:7][CH:8]([C:12]([N:14]1[CH2:18][CH2:17][CH2:16][CH:15]1[CH2:19][C:20]1[C:28]2[CH:27]=[CH:26][C:25]([F:29])=[CH:24][C:23]=2[N:22]2[CH2:30][CH2:31][N:32]3[C:40]4[C:35](=[CH:36][CH:37]=[C:38]([F:41])[CH:39]=4)[C:34]([CH2:42][CH:43]4[CH2:47][CH2:46][CH2:45][N:44]4[C:48](=[O:61])[CH:49]([NH:53]C(OC(C)(C)C)=O)[CH:50]([CH3:52])[CH3:51])=[C:33]3[C:21]=12)=[O:13])[CH:9]([CH3:11])[CH3:10])(C)(C)C.C(O)(C(F)(F)F)=O, predict the reaction product. The product is: [NH2:7][CH:8]([CH:9]([CH3:11])[CH3:10])[C:12]([N:14]1[CH2:18][CH2:17][CH2:16][CH:15]1[CH2:19][C:20]1[C:28]2[CH:27]=[CH:26][C:25]([F:29])=[CH:24][C:23]=2[N:22]2[CH2:30][CH2:31][N:32]3[C:40]4[C:35](=[CH:36][CH:37]=[C:38]([F:41])[CH:39]=4)[C:34]([CH2:42][CH:43]4[CH2:47][CH2:46][CH2:45][N:44]4[C:48](=[O:61])[CH:49]([NH2:53])[CH:50]([CH3:52])[CH3:51])=[C:33]3[C:21]=12)=[O:13]. (3) Given the reactants [Cl:1][C:2]1[CH:3]=[C:4]([N+:14]([O-])=O)[C:5]([CH2:12][CH3:13])=[C:6]([CH:11]=1)[C:7]([O:9][CH3:10])=[O:8].[Cl-].[NH4+], predict the reaction product. The product is: [NH2:14][C:4]1[C:5]([CH2:12][CH3:13])=[C:6]([CH:11]=[C:2]([Cl:1])[CH:3]=1)[C:7]([O:9][CH3:10])=[O:8]. (4) Given the reactants [Br:1][C:2]1[CH:3]=[C:4]([Cl:11])[C:5]([C:8]([OH:10])=[O:9])=[N:6][CH:7]=1.[CH3:12][C:13](OC(OC(O[C:13]([CH3:15])([CH3:14])[CH3:12])=O)=O)([CH3:15])[CH3:14].C(=O)(O)[O-].[Na+], predict the reaction product. The product is: [C:13]([O:9][C:8]([C:5]1[C:4]([Cl:11])=[CH:3][C:2]([Br:1])=[CH:7][N:6]=1)=[O:10])([CH3:15])([CH3:14])[CH3:12]. (5) Given the reactants [Br:1][C:2]1[CH:11]=[C:10]([OH:12])[C:5]2[N:6]([CH3:9])[CH:7]=[N:8][C:4]=2[CH:3]=1.CS(O[C@H:18]([C@@H:20]1[CH2:24][C:23](=[O:25])[N:22]([C@@H:26]([C:28]2[CH:33]=[CH:32][CH:31]=[CH:30][CH:29]=2)[CH3:27])[CH2:21]1)[CH3:19])(=O)=O.C([O-])([O-])=O.[Cs+].[Cs+], predict the reaction product. The product is: [Br:1][C:2]1[CH:11]=[C:10]([O:12][C@@H:18]([C@H:20]2[CH2:21][N:22]([C@@H:26]([C:28]3[CH:29]=[CH:30][CH:31]=[CH:32][CH:33]=3)[CH3:27])[C:23](=[O:25])[CH2:24]2)[CH3:19])[C:5]2[N:6]([CH3:9])[CH:7]=[N:8][C:4]=2[CH:3]=1. (6) Given the reactants [CH3:1][O:2][C:3]([C:5]1[CH:6]=[C:7]2[C:12](=[CH:13][CH:14]=1)[N:11]1[C:15]([O:18][CH3:19])=[N:16][N:17]=[C:10]1[C:9](Cl)=[N:8]2)=[O:4].[N:21]1[CH:26]=[CH:25][C:24]([CH2:27][CH2:28][NH2:29])=[CH:23][CH:22]=1.C(=O)(O)[O-].[Na+], predict the reaction product. The product is: [CH3:1][O:2][C:3]([C:5]1[CH:6]=[C:7]2[C:12](=[CH:13][CH:14]=1)[N:11]1[C:15]([O:18][CH3:19])=[N:16][N:17]=[C:10]1[C:9]([NH:29][CH2:28][CH2:27][C:24]1[CH:25]=[CH:26][N:21]=[CH:22][CH:23]=1)=[N:8]2)=[O:4]. (7) Given the reactants Cl.[NH:2]1[C:10]2[C:5](=[CH:6][CH:7]=[C:8]([NH:11][NH2:12])[CH:9]=2)[CH:4]=[N:3]1.[CH3:13][C:14]([CH3:21])([CH3:20])[C:15](=O)[CH2:16][C:17]#[N:18], predict the reaction product. The product is: [C:14]([C:15]1[CH:16]=[C:17]([NH2:18])[N:11]([C:8]2[CH:9]=[C:10]3[C:5]([CH:4]=[N:3][NH:2]3)=[CH:6][CH:7]=2)[N:12]=1)([CH3:21])([CH3:20])[CH3:13].